Dataset: Reaction yield outcomes from USPTO patents with 853,638 reactions. Task: Predict the reaction yield, written as a fraction of the theoretical maximum amount of product (1.0 means a 100% yield; for example, 0.34 means a 34% yield). (1) The reactants are [O:1]=[C:2]1[CH2:7][NH:6][C:5]2[CH:8]=[C:9]([CH2:12][CH:13]3[CH2:18][CH2:17][CH2:16][N:15]([C:19]([O:21][C:22]([CH3:25])([CH3:24])[CH3:23])=[O:20])[CH2:14]3)[CH:10]=[CH:11][C:4]=2[O:3]1.[H-].[Na+].O.[CH3:29]N(C)C=O. No catalyst specified. The product is [CH3:29][N:6]1[C:5]2[CH:8]=[C:9]([CH2:12][CH:13]3[CH2:18][CH2:17][CH2:16][N:15]([C:19]([O:21][C:22]([CH3:25])([CH3:24])[CH3:23])=[O:20])[CH2:14]3)[CH:10]=[CH:11][C:4]=2[O:3][C:2](=[O:1])[CH2:7]1. The yield is 0.910. (2) The reactants are [CH2:1]1[O:13][C:12]2[CH:11]=[C:10]3[C:5]([C:6]([NH:14][CH2:15][CH2:16][N:17]([CH3:19])[CH3:18])=[CH:7][CH:8]=[N:9]3)=[CH:4][C:3]=2[O:2]1.C(Cl)(=O)[C:21](Cl)=[O:22].[I:26][C:27]1[CH:35]=[CH:34][C:33]([O:36][CH3:37])=[C:32]([O:38][CH3:39])[C:28]=1C(O)=O. No catalyst specified. The product is [CH2:1]1[O:13][C:12]2[CH:11]=[C:10]3[C:5]([C:6]([N:14]([CH2:15][CH2:16][N:17]([CH3:19])[CH3:18])[C:21](=[O:22])[C:35]4[CH:34]=[C:33]([O:36][CH3:37])[C:32]([O:38][CH3:39])=[CH:28][C:27]=4[I:26])=[CH:7][CH:8]=[N:9]3)=[CH:4][C:3]=2[O:2]1. The yield is 0.710. (3) The reactants are [C:1]1([C:7](=[O:15])[CH2:8][C:9]2[CH:14]=[CH:13][N:12]=[CH:11][CH:10]=2)[CH:6]=[CH:5][CH:4]=[CH:3][CH:2]=1.[C:16](Cl)(=[O:23])[C:17]1[CH:22]=[CH:21][CH:20]=[CH:19][CH:18]=1. No catalyst specified. The product is [C:16]([O:15][C:7]([C:1]1[CH:6]=[CH:5][CH:4]=[CH:3][CH:2]=1)=[CH:8][C:9]1[CH:10]=[CH:11][N:12]=[CH:13][CH:14]=1)(=[O:23])[C:17]1[CH:22]=[CH:21][CH:20]=[CH:19][CH:18]=1. The yield is 0.620.